This data is from Peptide-MHC class I binding affinity with 185,985 pairs from IEDB/IMGT. The task is: Regression. Given a peptide amino acid sequence and an MHC pseudo amino acid sequence, predict their binding affinity value. This is MHC class I binding data. The peptide sequence is AYIDNYNKV. The MHC is Patr-A0701 with pseudo-sequence Patr-A0701. The binding affinity (normalized) is 0.695.